Task: Predict the product of the given reaction.. Dataset: Forward reaction prediction with 1.9M reactions from USPTO patents (1976-2016) Given the reactants [NH2:1][C:2]1[C:3]2[C:10]([C:11]3[CH:16]=[CH:15][CH:14]=[C:13]([O:17][CH2:18][C:19]45[O:25][CH:22]([CH2:23][CH2:24]4)[CH2:21][CH2:20]5)[CH:12]=3)=[CH:9][N:8]([CH:26]3[CH2:29][CH:28]([CH2:30][OH:31])[CH2:27]3)[C:4]=2[N:5]=[CH:6][N:7]=1.I(C1C=CC=CC=1C(O)=O)(=O)=O, predict the reaction product. The product is: [NH2:1][C:2]1[C:3]2[C:10]([C:11]3[CH:16]=[CH:15][CH:14]=[C:13]([O:17][CH2:18][C:19]45[O:25][CH:22]([CH2:21][CH2:20]4)[CH2:23][CH2:24]5)[CH:12]=3)=[CH:9][N:8]([C@@H:26]3[CH2:27][C@H:28]([CH:30]=[O:31])[CH2:29]3)[C:4]=2[N:5]=[CH:6][N:7]=1.